Dataset: Full USPTO retrosynthesis dataset with 1.9M reactions from patents (1976-2016). Task: Predict the reactants needed to synthesize the given product. Given the product [F:1][C:2]1[C:7]([F:8])=[CH:6][CH:5]=[CH:4][C:3]=1[C:9]1=[CH:10][C:11]2[C:12]([CH:17]([OH:20])[CH2:18][CH2:19]1)=[N:13][CH:14]=[CH:15][CH:16]=2, predict the reactants needed to synthesize it. The reactants are: [F:1][C:2]1[C:7]([F:8])=[CH:6][CH:5]=[CH:4][C:3]=1[C:9]1=[CH:10][C:11]2[C:12]([CH:17]([O:20][Si](C(C)C)(C(C)C)C(C)C)[CH2:18][CH2:19]1)=[N:13][CH:14]=[CH:15][CH:16]=2.CCCC[N+](CCCC)(CCCC)CCCC.[F-].